This data is from Forward reaction prediction with 1.9M reactions from USPTO patents (1976-2016). The task is: Predict the product of the given reaction. (1) Given the reactants Cl.Cl.[CH3:3][C@@H:4]1[CH2:9][CH2:8][CH2:7][C@H:6]([CH3:10])[N:5]1[C:11]([CH:13]1[CH2:18][CH2:17][CH2:16][N:15]([CH:19]2[CH2:24][CH2:23][NH:22][CH2:21][CH2:20]2)[CH2:14]1)=[O:12].[NH2:25][C:26]1[S:27][C:28]2[CH:37]=[CH:36][CH:35]=[CH:34][C:29]=2[C:30]=1[C:31](O)=[O:32], predict the reaction product. The product is: [CH3:10][C@@H:6]1[CH2:7][CH2:8][CH2:9][C@H:4]([CH3:3])[N:5]1[C:11]([CH:13]1[CH2:18][CH2:17][CH2:16][N:15]([CH:19]2[CH2:20][CH2:21][N:22]([C:31]([C:30]3[C:29]4[CH:34]=[CH:35][CH:36]=[CH:37][C:28]=4[S:27][C:26]=3[NH2:25])=[O:32])[CH2:23][CH2:24]2)[CH2:14]1)=[O:12]. (2) Given the reactants O.[NH2:2][NH2:3].Cl[C:5]1[N:10]([CH2:11][CH:12]([CH3:14])[CH3:13])[C:9](=[O:15])[NH:8][C:7](=[O:16])[CH:6]=1, predict the reaction product. The product is: [NH:2]([C:5]1[N:10]([CH2:11][CH:12]([CH3:14])[CH3:13])[C:9](=[O:15])[NH:8][C:7](=[O:16])[CH:6]=1)[NH2:3].